From a dataset of Peptide-MHC class I binding affinity with 185,985 pairs from IEDB/IMGT. Regression. Given a peptide amino acid sequence and an MHC pseudo amino acid sequence, predict their binding affinity value. This is MHC class I binding data. The peptide sequence is FLCPTFTLK. The MHC is HLA-B15:17 with pseudo-sequence HLA-B15:17. The binding affinity (normalized) is 0.0847.